This data is from Catalyst prediction with 721,799 reactions and 888 catalyst types from USPTO. The task is: Predict which catalyst facilitates the given reaction. (1) Reactant: Br.[Br:2][C:3]1[CH:4]=[C:5]2[C:9](=[CH:10][CH:11]=1)[CH2:8][CH:7]([NH2:12])[CH2:6]2.CN1CCOCC1. Product: [Br:2][C:3]1[CH:4]=[C:5]2[C:9](=[CH:10][CH:11]=1)[CH2:8][C@@H:7]([NH2:12])[CH2:6]2. The catalyst class is: 5. (2) Reactant: [Cl:1][C:2]1[N:7]=[C:6]([CH2:8][C:9]2[C:14]([Cl:15])=[CH:13][CH:12]=[CH:11][C:10]=2[Cl:16])[N:5]=[C:4]([NH:17][C:18]2[CH:25]=[CH:24][C:21]([C:22]#[N:23])=[CH:20][CH:19]=2)[N:3]=1.C[Si](C)(C)[O:28][NH2:29]. Product: [ClH:1].[Cl:16][C:10]1[CH:11]=[CH:12][CH:13]=[C:14]([Cl:15])[C:9]=1[CH2:8][C:6]1[N:7]=[C:2]([NH:29][OH:28])[N:3]=[C:4]([NH:17][C:18]2[CH:25]=[CH:24][C:21]([C:22]#[N:23])=[CH:20][CH:19]=2)[N:5]=1. The catalyst class is: 12. (3) Reactant: [Cl:1][C:2]1[CH:7]=[C:6]([CH3:8])[C:5]([CH3:9])=[CH:4][C:3]=1[CH:10]1[C:14](=[O:15])[C:13]2([CH2:20][CH2:19][N:18]([O:21][CH3:22])[CH2:17][CH2:16]2)[N:12]([CH3:23])[C:11]1=[O:24].C(=O)([O-])O.[Na+].S(Cl)([Cl:33])(=O)=O.C(=O)([O-])[O-].[Na+].[Na+]. Product: [Cl:33][C:10]1([C:3]2[CH:4]=[C:5]([CH3:9])[C:6]([CH3:8])=[CH:7][C:2]=2[Cl:1])[C:14](=[O:15])[C:13]2([CH2:20][CH2:19][N:18]([O:21][CH3:22])[CH2:17][CH2:16]2)[N:12]([CH3:23])[C:11]1=[O:24]. The catalyst class is: 4. (4) Reactant: [CH2:1]1[C:9]2[C:4](=[CH:5][CH:6]=[CH:7][CH:8]=2)[C:3]([CH2:10][C:11]2[CH:16]=[CH:15][CH:14]=[CH:13][N:12]=2)=[CH:2]1.C1(=C/C2C=CC=CN=2)/CCC2C/1=CC=CC=2.C([Li])CCC.CCCCCC.O1CCCC1.O1CCCC1.O1CCCC1.[Cl-:59].[Cl-].[Cl-].[Cr+3:62]. Product: [Cl-:59].[Cl-:59].[N:12]1[CH:13]=[CH:14][CH:15]=[CH:16][C:11]=1[CH2:10][CH:3]1[C:4]2[C:9](=[CH:8][CH:7]=[CH:6][CH:5]=2)[CH:1]=[C:2]1[Cr+2:62]. The catalyst class is: 7. (5) Reactant: S([O-])([O-])=O.[Na+].[Na+].[C:7]([N:10]1[C:18]2[C:13](=[CH:14][CH:15]=[CH:16][CH:17]=2)[C:12]([O:19]C(=O)C)=[CH:11]1)(=[O:9])[CH3:8]. Product: [C:7]([N:10]1[C:18]2[C:13](=[CH:14][CH:15]=[CH:16][CH:17]=2)[C:12](=[O:19])[CH2:11]1)(=[O:9])[CH3:8]. The catalyst class is: 6.